From a dataset of Peptide-MHC class I binding affinity with 185,985 pairs from IEDB/IMGT. Regression. Given a peptide amino acid sequence and an MHC pseudo amino acid sequence, predict their binding affinity value. This is MHC class I binding data. (1) The peptide sequence is LLEIKDKEQY. The MHC is HLA-A30:02 with pseudo-sequence HLA-A30:02. The binding affinity (normalized) is 0.340. (2) The peptide sequence is LMRTNFLIK. The MHC is HLA-A80:01 with pseudo-sequence HLA-A80:01. The binding affinity (normalized) is 0.0847. (3) The peptide sequence is SSDLRSWTF. The MHC is HLA-B51:01 with pseudo-sequence HLA-B51:01. The binding affinity (normalized) is 0.0847. (4) The peptide sequence is MTGVMRGNY. The MHC is HLA-A01:01 with pseudo-sequence HLA-A01:01. The binding affinity (normalized) is 0.632. (5) The peptide sequence is KFRRFTQAI. The MHC is HLA-A25:01 with pseudo-sequence HLA-A25:01. The binding affinity (normalized) is 0.0847.